Dataset: Reaction yield outcomes from USPTO patents with 853,638 reactions. Task: Predict the reaction yield, written as a fraction of the theoretical maximum amount of product (1.0 means a 100% yield; for example, 0.34 means a 34% yield). (1) The reactants are [CH:1]1([C:4]2[O:8][C:7]([C:9]3[CH:14]=[CH:13][C:12]([CH:15]([O:22][CH3:23])[C:16](N(OC)C)=[O:17])=[CH:11][CH:10]=3)=[N:6][N:5]=2)[CH2:3][CH2:2]1.[Br:24][C:25]1[C:30]([O:31][CH3:32])=[CH:29][C:28]([C:33]2[O:34][CH:35]=[CH:36][CH:37]=2)=[CH:27][C:26]=1[O:38][CH3:39]. No catalyst specified. The product is [Br:24][C:25]1[C:26]([O:38][CH3:39])=[CH:27][C:28]([C:33]2[O:34][C:35]([C:16](=[O:17])[CH:15]([C:12]3[CH:11]=[CH:10][C:9]([C:7]4[O:8][C:4]([CH:1]5[CH2:2][CH2:3]5)=[N:5][N:6]=4)=[CH:14][CH:13]=3)[O:22][CH3:23])=[CH:36][CH:37]=2)=[CH:29][C:30]=1[O:31][CH3:32]. The yield is 0.310. (2) The reactants are [Cl:1][C:2]1[CH:18]=[CH:17][C:5]2[CH2:6][CH2:7][N:8]([C:11](=[O:16])[C:12]([F:15])([F:14])[F:13])[CH2:9][CH2:10][C:4]=2[C:3]=1OS(C(F)(F)F)(=O)=O.[C:27]([NH:31][C:32]([CH2:34][CH2:35][C:36]1[CH:43]=[CH:42][C:39]([CH2:40][NH2:41])=[CH:38][CH:37]=1)=[O:33])([CH3:30])([CH3:29])[CH3:28]. No catalyst specified. The product is [C:27]([NH:31][C:32]([CH2:34][CH2:35][C:36]1[CH:43]=[CH:42][C:39]([CH2:40][NH:41][C:3]2[C:4]3[CH2:10][CH2:9][N:8]([C:11](=[O:16])[C:12]([F:15])([F:14])[F:13])[CH2:7][CH2:6][C:5]=3[CH:17]=[CH:18][C:2]=2[Cl:1])=[CH:38][CH:37]=1)=[O:33])([CH3:30])([CH3:28])[CH3:29]. The yield is 0.740. (3) The reactants are [CH2:1]([O:8][C:9](=[O:27])[NH:10][CH2:11][CH2:12][CH2:13][CH2:14][C:15]1[CH:20]=[CH:19][C:18]([O:21][CH2:22][CH2:23][CH2:24][C:25]#[N:26])=[CH:17][CH:16]=1)[C:2]1[CH:7]=[CH:6][CH:5]=[CH:4][CH:3]=1.[N-:28]=[N+:29]=[N-:30].[Na+].[Cl-].[NH4+]. The catalyst is CN(C=O)C. The product is [CH2:1]([O:8][C:9](=[O:27])[NH:10][CH2:11][CH2:12][CH2:13][CH2:14][C:15]1[CH:20]=[CH:19][C:18]([O:21][CH2:22][CH2:23][CH2:24][C:25]2[NH:30][N:29]=[N:28][N:26]=2)=[CH:17][CH:16]=1)[C:2]1[CH:7]=[CH:6][CH:5]=[CH:4][CH:3]=1. The yield is 0.760.